The task is: Predict the product of the given reaction.. This data is from Forward reaction prediction with 1.9M reactions from USPTO patents (1976-2016). (1) Given the reactants [CH3:1][C:2]1([CH3:15])[C:11]2[C:6](=[CH:7][CH:8]=[C:9]([C:12](=[O:14])[CH3:13])[CH:10]=2)[O:5][CH2:4][CH2:3]1.[Br:16]Br.O, predict the reaction product. The product is: [Br:16][CH2:13][C:12]([C:9]1[CH:10]=[C:11]2[C:6](=[CH:7][CH:8]=1)[O:5][CH2:4][CH2:3][C:2]2([CH3:15])[CH3:1])=[O:14]. (2) Given the reactants Cl[C:2]1[CH:24]=[CH:23][C:5]([C:6]([NH:8][C:9]2[CH:14]=[CH:13][CH:12]=[CH:11][C:10]=2[CH2:15][N:16]2[CH2:21][CH2:20][N:19]([CH3:22])[CH2:18][CH2:17]2)=[O:7])=[CH:4][N:3]=1.[CH3:25][C:26]1[CH:31]=[CH:30][C:29]([NH:32][C:33]([C:35]2[CH:39]=[CH:38][O:37][CH:36]=2)=[O:34])=[CH:28][C:27]=1B1OC(C)(C)C(C)(C)O1, predict the reaction product. The product is: [O:37]1[CH:38]=[CH:39][C:35]([C:33]([NH:32][C:29]2[CH:28]=[CH:27][C:26]([CH3:25])=[C:31]([C:2]3[CH:24]=[CH:23][C:5]([C:6]([NH:8][C:9]4[CH:14]=[CH:13][CH:12]=[CH:11][C:10]=4[CH2:15][N:16]4[CH2:21][CH2:20][N:19]([CH3:22])[CH2:18][CH2:17]4)=[O:7])=[CH:4][N:3]=3)[CH:30]=2)=[O:34])=[CH:36]1. (3) Given the reactants [CH3:1][O:2][C:3]1[CH:4]=[C:5]([C:12]([N@@:14]2[CH2:16][CH:15]2[CH3:17])=[O:13])[CH:6]=[CH:7][C:8]=1[N+:9]([O-])=O, predict the reaction product. The product is: [NH2:9][C:8]1[CH:7]=[CH:6][C:5]([C:12]([N@@:14]2[CH2:16][CH:15]2[CH3:17])=[O:13])=[CH:4][C:3]=1[O:2][CH3:1]. (4) The product is: [CH3:1][N:2]1[C:6]([C:7]([C:9]2[CH:14]=[CH:13][C:12]([CH3:15])=[CH:11][CH:10]=2)=[O:8])=[C:5]([CH3:16])[CH:4]=[C:3]1[CH2:17][C:18]([OH:20])=[O:19]. Given the reactants [CH3:1][N:2]1[C:6]([C:7]([C:9]2[CH:14]=[CH:13][C:12]([CH3:15])=[CH:11][CH:10]=2)=[O:8])=[C:5]([CH3:16])[CH:4]=[C:3]1[CH2:17][C:18]([O:20]CC)=[O:19].Cl, predict the reaction product. (5) Given the reactants C=O.[OH-].[Na+].[CH3:5][O:6]CCOC.[F:11][C:12]([F:38])=[CH:13][CH2:14][S:15]([CH:18]([C:29]1[C:34]([F:35])=[CH:33][CH:32]=[C:31]([F:36])[C:30]=1[F:37])[C:19]1[C:20]([CH3:28])=[CH:21][C:22]([C:25]([NH2:27])=[O:26])=[N:23][CH:24]=1)(=[O:17])=[O:16], predict the reaction product. The product is: [F:38][C:12]([F:11])=[CH:13][CH2:14][S:15]([CH:18]([C:29]1[C:34]([F:35])=[CH:33][CH:32]=[C:31]([F:36])[C:30]=1[F:37])[C:19]1[C:20]([CH3:28])=[CH:21][C:22]([C:25]([NH:27][CH2:5][OH:6])=[O:26])=[N:23][CH:24]=1)(=[O:17])=[O:16].